Dataset: Reaction yield outcomes from USPTO patents with 853,638 reactions. Task: Predict the reaction yield, written as a fraction of the theoretical maximum amount of product (1.0 means a 100% yield; for example, 0.34 means a 34% yield). (1) The reactants are [Cl-].O[NH3+:3].[C:4](=[O:7])([O-])[OH:5].[Na+].CS(C)=O.[CH2:13]([C:15]1[N:16]=[C:17]([CH2:47][CH2:48][CH3:49])[N:18]([CH2:32][C:33]2[CH:38]=[CH:37][C:36]([C:39]3[C:40]([C:45]#[N:46])=[CH:41][CH:42]=[CH:43][CH:44]=3)=[CH:35][CH:34]=2)[C:19](=[O:31])[C:20]=1[C:21]1[CH:26]=[CH:25][C:24]([O:27][CH:28]([CH3:30])[CH3:29])=[CH:23][CH:22]=1)[CH3:14]. The catalyst is C(OCC)(=O)C. The product is [CH2:13]([C:15]1[N:16]=[C:17]([CH2:47][CH2:48][CH3:49])[N:18]([CH2:32][C:33]2[CH:34]=[CH:35][C:36]([C:39]3[CH:44]=[CH:43][CH:42]=[CH:41][C:40]=3[C:45]3[NH:3][C:4](=[O:7])[O:5][N:46]=3)=[CH:37][CH:38]=2)[C:19](=[O:31])[C:20]=1[C:21]1[CH:22]=[CH:23][C:24]([O:27][CH:28]([CH3:29])[CH3:30])=[CH:25][CH:26]=1)[CH3:14]. The yield is 0.790. (2) The reactants are [CH3:1][O:2][C:3]1[CH:30]=[CH:29][C:6]([CH2:7][N:8]([C:24]2[S:25][CH:26]=[CH:27][N:28]=2)[S:9]([C:12]2[CH:13]=[CH:14][C:15]3[NH:20][C:19](=O)[CH:18]([CH3:22])[O:17][C:16]=3[CH:23]=2)(=[O:11])=[O:10])=[CH:5][CH:4]=1.CSC.B. The catalyst is C1COCC1.CO. The product is [CH3:1][O:2][C:3]1[CH:4]=[CH:5][C:6]([CH2:7][N:8]([C:24]2[S:25][CH:26]=[CH:27][N:28]=2)[S:9]([C:12]2[CH:13]=[CH:14][C:15]3[NH:20][CH2:19][CH:18]([CH3:22])[O:17][C:16]=3[CH:23]=2)(=[O:11])=[O:10])=[CH:29][CH:30]=1. The yield is 0.920.